Dataset: Reaction yield outcomes from USPTO patents with 853,638 reactions. Task: Predict the reaction yield, written as a fraction of the theoretical maximum amount of product (1.0 means a 100% yield; for example, 0.34 means a 34% yield). The reactants are C([O-])([O-])=O.[K+].[K+].Br[C:8]1[CH:13]=[CH:12][C:11]([Cl:14])=[C:10]([O:15][CH3:16])[CH:9]=1.[Cl:17][C:18]1[CH:19]=[C:20]([NH:28][C:29](=[O:32])[CH:30]=[CH2:31])[CH:21]=[CH:22][C:23]=1[C:24]([F:27])([F:26])[F:25].C1C=CC(P(C2C=CC=CC=2)C2C=CC=CC=2)=CC=1. The catalyst is [N+](CCCC)(CCCC)(CCCC)CCCC.[Cl-].CN(C=O)C.CC([O-])=O.CC([O-])=O.[Pd+2]. The product is [Cl:14][C:11]1[CH:12]=[CH:13][C:8](/[CH:31]=[CH:30]/[C:29]([NH:28][C:20]2[CH:21]=[CH:22][C:23]([C:24]([F:25])([F:26])[F:27])=[C:18]([Cl:17])[CH:19]=2)=[O:32])=[CH:9][C:10]=1[O:15][CH3:16]. The yield is 0.720.